Dataset: Full USPTO retrosynthesis dataset with 1.9M reactions from patents (1976-2016). Task: Predict the reactants needed to synthesize the given product. (1) Given the product [C:17]([O:20][C:21](=[O:22])[NH:15][CH:9]1[C:10]2[NH:11][C:12]3[C:4](=[CH:3][C:2]([Br:1])=[CH:14][CH:13]=3)[C:5]=2[CH2:6][CH2:7][CH2:8]1)([CH3:19])([CH3:18])[CH3:16], predict the reactants needed to synthesize it. The reactants are: [Br:1][C:2]1[CH:3]=[C:4]2[C:12](=[CH:13][CH:14]=1)[NH:11][C:10]1[CH:9]([NH2:15])[CH2:8][CH2:7][CH2:6][C:5]2=1.[CH3:16][C:17]([O:20][C:21](O[C:21]([O:20][C:17]([CH3:19])([CH3:18])[CH3:16])=[O:22])=[O:22])([CH3:19])[CH3:18]. (2) Given the product [Cl:33][C:34]1[CH:39]=[CH:38][CH:37]=[CH:36][C:35]=1[C:40]1[N:41]([CH3:50])[C:42]([C:45]([CH3:49])([CH3:48])/[CH:46]=[CH:2]/[C:3]2[CH:4]=[CH:5][CH:6]=[CH:7][CH:8]=2)=[N:43][N:44]=1, predict the reactants needed to synthesize it. The reactants are: [Br-].[CH2:2]([P+](C1C=CC=CC=1)(C1C=CC=CC=1)C1C=CC=CC=1)[C:3]1[CH:8]=[CH:7][CH:6]=[CH:5][CH:4]=1.C([Li])CCC.[Cl:33][C:34]1[CH:39]=[CH:38][CH:37]=[CH:36][C:35]=1[C:40]1[N:41]([CH3:50])[C:42]([C:45]([CH3:49])([CH3:48])[CH:46]=O)=[N:43][N:44]=1.